From a dataset of Peptide-MHC class II binding affinity with 134,281 pairs from IEDB. Regression. Given a peptide amino acid sequence and an MHC pseudo amino acid sequence, predict their binding affinity value. This is MHC class II binding data. (1) The peptide sequence is GHAYLLLPNTESARK. The MHC is HLA-DPA10103-DPB10401 with pseudo-sequence HLA-DPA10103-DPB10401. The binding affinity (normalized) is 0.589. (2) The peptide sequence is NGTLNGLDYDDYVYP. The MHC is HLA-DQA10101-DQB10501 with pseudo-sequence HLA-DQA10101-DQB10501. The binding affinity (normalized) is 0.438. (3) The peptide sequence is LIGPTPVNIIGRNLLTQIGC. The MHC is HLA-DPA10201-DPB10501 with pseudo-sequence HLA-DPA10201-DPB10501. The binding affinity (normalized) is 0.236. (4) The peptide sequence is SAQNISGAGWSGMAE. The MHC is DRB3_0101 with pseudo-sequence DRB3_0101. The binding affinity (normalized) is 0.00826. (5) The peptide sequence is EVNLVSEHIWC. The MHC is HLA-DQA10102-DQB10604 with pseudo-sequence HLA-DQA10102-DQB10604. The binding affinity (normalized) is 0.0641. (6) The peptide sequence is GELQPVDKIDAAFKI. The MHC is DRB1_0701 with pseudo-sequence DRB1_0701. The binding affinity (normalized) is 0.611. (7) The peptide sequence is AVLEDPYILLVSSKVSTVKD. The MHC is DRB1_0301 with pseudo-sequence DRB1_0301. The binding affinity (normalized) is 0.297. (8) The peptide sequence is MSMASSSSSSLLAMA. The MHC is HLA-DPA10103-DPB10301 with pseudo-sequence HLA-DPA10103-DPB10301. The binding affinity (normalized) is 0.0354. (9) The peptide sequence is MKTGRRGSANGKTLG. The MHC is HLA-DQA10601-DQB10402 with pseudo-sequence HLA-DQA10601-DQB10402. The binding affinity (normalized) is 0. (10) The peptide sequence is NLCVERVLDCRTAFK. The MHC is DRB4_0103 with pseudo-sequence DRB4_0103. The binding affinity (normalized) is 0.